Dataset: Retrosynthesis with 50K atom-mapped reactions and 10 reaction types from USPTO. Task: Predict the reactants needed to synthesize the given product. (1) The reactants are: CCOC(=O)CCCCCBr.Cc1cc2c([nH]1)CC(C)(C)CC2=O. Given the product CCOC(=O)CCCCCn1c(C)cc2c1CC(C)(C)CC2=O, predict the reactants needed to synthesize it. (2) Given the product CC1(CO)Cc2nnc(C3(c4ccc(-c5ccn[nH]5)cc4)CC3)n2CCS1, predict the reactants needed to synthesize it. The reactants are: CC1(CO[Si](C)(C)C(C)(C)C)Cc2nnc(C3(c4ccc(-c5ccn[nH]5)cc4)CC3)n2CCS1. (3) Given the product O=C(O)c1ccc(OCC(F)(F)C(F)(F)F)cn1, predict the reactants needed to synthesize it. The reactants are: COC(=O)c1ccc(OCC(F)(F)C(F)(F)F)cn1. (4) Given the product CC(C)(C)OC(=O)NCC(=O)Nc1cccc(CNC(=S)NCCc2ccccc2)c1, predict the reactants needed to synthesize it. The reactants are: CC(C)(C)OC(=O)NCC(=O)O.Nc1cccc(CNC(=S)NCCc2ccccc2)c1. (5) Given the product O=C1CCN(C(=O)c2cc(-c3ccccc3)c(=O)n3c2-c2sccc2CC3)CC1, predict the reactants needed to synthesize it. The reactants are: O=C(c1cc(-c2ccccc2)c(=O)n2c1-c1sccc1CC2)N1CCC(O)CC1. (6) Given the product CN(C)c1cccc2c(S(=O)(=O)NCCNC(=O)OC(C)(C)C)cccc12, predict the reactants needed to synthesize it. The reactants are: CC(C)(C)OC(=O)NCCN.CN(C)c1cccc2c(S(=O)(=O)Cl)cccc12.